The task is: Predict the product of the given reaction.. This data is from Forward reaction prediction with 1.9M reactions from USPTO patents (1976-2016). (1) Given the reactants C(O[C:4](=[O:17])[C:5]1[CH:10]=[C:9]([C:11]([F:14])([F:13])[F:12])[CH:8]=[C:7](Br)[C:6]=1[NH2:16])C.[C:18]([O:22][C:23]([N:25]1[CH2:30][CH2:29][N:28]([CH2:31]C2C=C(N)C(C(OCC)=O)=CC=2C(F)(F)F)[CH2:27][CH2:26]1)=[O:24])([CH3:21])([CH3:20])[CH3:19].C(OC(N1CCN(CC2C=C(N)C(C(O)=O)=CC=2C(F)(F)F)CC1)=O)(C)(C)C.C(OC(N1CCN(CC2C=C(N)C([C:97](=[O:112])[NH:98][CH2:99][C:100]3[CH:105]=[C:104]([Cl:106])[CH:103]=[CH:102][C:101]=3[S:107]([CH2:110][CH3:111])(=[O:109])=[O:108])=CC=2C(F)(F)F)CC1)=O)(C)(C)C.C1C=CC2N(O)N=NC=2C=1, predict the reaction product. The product is: [C:18]([O:22][C:23]([N:25]1[CH2:26][CH2:27][N:28]([CH2:31][C:7]2[CH:8]=[C:9]([C:11]([F:12])([F:13])[F:14])[CH:10]=[C:5]3[C:6]=2[NH:16][C:97](=[O:112])[N:98]([CH2:99][C:100]2[CH:105]=[C:104]([Cl:106])[CH:103]=[CH:102][C:101]=2[S:107]([CH2:110][CH3:111])(=[O:109])=[O:108])[C:4]3=[O:17])[CH2:29][CH2:30]1)=[O:24])([CH3:19])([CH3:20])[CH3:21]. (2) Given the reactants [OH:1][C:2]1[CH:7]=[CH:6][C:5]([C:8]2[CH:13]=[C:12]([O:14]C)[C:11]([O:16]C)=[CH:10][C:9]=2/[CH:18]=[C:19](\[CH3:26])/[C:20]([NH:22][C:23]([NH2:25])=[NH:24])=[O:21])=[CH:4][CH:3]=1.B(Br)(Br)Br.ClCCl, predict the reaction product. The product is: [CH3:26]/[C:19](=[CH:18]\[C:9]1[CH:10]=[C:11]([OH:16])[C:12]([OH:14])=[CH:13][C:8]=1[C:5]1[CH:4]=[CH:3][C:2]([OH:1])=[CH:7][CH:6]=1)/[C:20]([NH:22][C:23]([NH2:25])=[NH:24])=[O:21]. (3) Given the reactants [Br:1][C:2]1[CH:7]=[CH:6][C:5]([O:8][CH3:9])=[CH:4][C:3]=1[CH:10]([CH3:12])[CH3:11].[Li]CCCC.[B:18](OC(C)C)([O:23]C(C)C)[O:19]C(C)C, predict the reaction product. The product is: [Br:1][C:2]1[CH:7]=[CH:6][C:5]([O:8][CH3:9])=[CH:4][C:3]=1[CH:10]([CH3:12])[CH3:11].[CH3:9][O:8][C:5]1[CH:6]=[CH:7][C:2]([B:18]([OH:23])[OH:19])=[C:3]([CH:10]([CH3:12])[CH3:11])[CH:4]=1. (4) Given the reactants [OH:1][C:2]1[CH:21]=[CH:20][C:5]([O:6][CH:7]2[CH2:12][CH2:11][N:10]([C:13]([O:15][C:16]([CH3:19])([CH3:18])[CH3:17])=[O:14])[CH2:9][CH2:8]2)=[CH:4][CH:3]=1.Cl.Cl[CH2:24][CH2:25][N:26]([CH2:29][CH3:30])[CH2:27][CH3:28].C(=O)([O-])[O-].[K+].[K+], predict the reaction product. The product is: [CH2:25]([N:26]([CH2:29][CH3:30])[CH2:27][CH2:28][O:1][C:2]1[CH:3]=[CH:4][C:5]([O:6][CH:7]2[CH2:12][CH2:11][N:10]([C:13]([O:15][C:16]([CH3:17])([CH3:18])[CH3:19])=[O:14])[CH2:9][CH2:8]2)=[CH:20][CH:21]=1)[CH3:24]. (5) Given the reactants [CH3:1][O:2][C:3]1[CH:15]=[C:14]([O:16][CH3:17])[CH:13]=[CH:12][C:4]=1[CH2:5][NH:6][C:7]1[S:11][N:10]=[CH:9][N:8]=1.C[Si](C)(C)[N-][Si](C)(C)C.[Li+].[C:28]([C:30]1[CH:31]=[C:32]([S:37](Cl)(=[O:39])=[O:38])[CH:33]=[CH:34][C:35]=1[F:36])#[N:29].[Cl-].[NH4+], predict the reaction product. The product is: [C:28]([C:30]1[CH:31]=[C:32]([S:37]([N:6]([CH2:5][C:4]2[CH:12]=[CH:13][C:14]([O:16][CH3:17])=[CH:15][C:3]=2[O:2][CH3:1])[C:7]2[S:11][N:10]=[CH:9][N:8]=2)(=[O:39])=[O:38])[CH:33]=[CH:34][C:35]=1[F:36])#[N:29]. (6) The product is: [OH:1][CH2:2][CH:3]1[NH:4][CH2:5][CH2:6][N:7]([C:9]([O:11][CH2:12][C:13]2[CH:18]=[CH:17][CH:16]=[CH:15][CH:14]=2)=[O:10])[CH2:8]1. Given the reactants [OH:1][CH2:2][CH:3]1[CH2:8][N:7]([C:9]([O:11][CH2:12][C:13]2[CH:18]=[CH:17][CH:16]=[CH:15][CH:14]=2)=[O:10])[CH2:6][CH2:5][N:4]1C(OC(C)(C)C)=O.FC(F)(F)C(O)=O, predict the reaction product. (7) Given the reactants Cl[C:2]1[O:3][C:4]([C:7]2[CH:8]=[C:9]([N:13]3[CH:18]=[CH:17][CH:16]=[CH:15][C:14]3=[O:19])[CH:10]=[N:11][CH:12]=2)=[CH:5][N:6]=1.[CH3:20][O:21][C:22]1[CH:23]=[CH:24][C:25]([CH3:29])=[C:26]([CH:28]=1)[NH2:27], predict the reaction product. The product is: [CH3:20][O:21][C:22]1[CH:23]=[CH:24][C:25]([CH3:29])=[C:26]([NH:27][C:2]2[O:3][C:4]([C:7]3[CH:8]=[C:9]([N:13]4[CH:18]=[CH:17][CH:16]=[CH:15][C:14]4=[O:19])[CH:10]=[N:11][CH:12]=3)=[CH:5][N:6]=2)[CH:28]=1.